Dataset: Reaction yield outcomes from USPTO patents with 853,638 reactions. Task: Predict the reaction yield, written as a fraction of the theoretical maximum amount of product (1.0 means a 100% yield; for example, 0.34 means a 34% yield). (1) The reactants are [CH3:1][C:2]1[S:3][C:4]2[CH:10]=[CH:9][C:8]([CH3:11])=[CH:7][C:5]=2[N:6]=1.[N+:12]([O-])([O-:14])=[O:13].[K+].S(=O)(=O)(O)O. The product is [CH3:1][C:2]1[S:3][C:4]2[CH:10]=[C:9]([N+:12]([O-:14])=[O:13])[C:8]([CH3:11])=[CH:7][C:5]=2[N:6]=1. The yield is 0.400. No catalyst specified. (2) The reactants are Cl[C:2]1[N:11]=[C:10]([N:12]2[CH2:17][CH2:16][O:15][CH2:14][CH2:13]2)[C:9]2[C:4](=[CH:5][C:6]([C:18]3[O:19][C:20]([CH3:23])=[CH:21][CH:22]=3)=[CH:7][CH:8]=2)[N:3]=1.[O:24]=[C:25]1[CH2:29][CH2:28][CH2:27][N:26]1[C:30]1[CH:35]=[CH:34][C:33]([NH:36][C:37]([NH:39][C:40]2[CH:45]=[CH:44][C:43](B3OC(C)(C)C(C)(C)O3)=[CH:42][CH:41]=2)=[O:38])=[CH:32][CH:31]=1.C(=O)([O-])[O-].[Cs+].[Cs+].C1(C)C=CC=CC=1. The catalyst is O.CCO. The product is [CH3:23][C:20]1[O:19][C:18]([C:6]2[CH:5]=[C:4]3[C:9]([C:10]([N:12]4[CH2:17][CH2:16][O:15][CH2:14][CH2:13]4)=[N:11][C:2]([C:43]4[CH:44]=[CH:45][C:40]([NH:39][C:37]([NH:36][C:33]5[CH:34]=[CH:35][C:30]([N:26]6[CH2:27][CH2:28][CH2:29][C:25]6=[O:24])=[CH:31][CH:32]=5)=[O:38])=[CH:41][CH:42]=4)=[N:3]3)=[CH:8][CH:7]=2)=[CH:22][CH:21]=1. The yield is 0.0700. (3) The reactants are [Br:1][C:2]1[CH:7]=[CH:6][N:5]=[C:4]([CH:8]=O)[CH:3]=1.[NH2:10][CH:11]1[CH2:15][CH2:14][N:13]([CH3:16])[C:12]1=[O:17].S([O-])([O-])(=O)=O.[Mg+2]. The catalyst is C(Cl)Cl. The product is [Br:1][C:2]1[CH:7]=[CH:6][N:5]=[C:4](/[CH:8]=[N:10]/[CH:11]2[CH2:15][CH2:14][N:13]([CH3:16])[C:12]2=[O:17])[CH:3]=1. The yield is 0.930.